Dataset: Full USPTO retrosynthesis dataset with 1.9M reactions from patents (1976-2016). Task: Predict the reactants needed to synthesize the given product. (1) Given the product [CH3:12][O:11][CH2:10][CH:9]([NH:8][C:4]1[CH:3]=[C:2]([Sn:15]([CH3:21])([CH3:20])[CH3:14])[N:7]=[CH:6][N:5]=1)[CH3:13], predict the reactants needed to synthesize it. The reactants are: I[C:2]1[N:7]=[CH:6][N:5]=[C:4]([NH:8][CH:9]([CH3:13])[CH2:10][O:11][CH3:12])[CH:3]=1.[CH3:14][Sn:15]([CH3:21])([CH3:20])[Sn:15]([CH3:21])([CH3:20])[CH3:14]. (2) Given the product [CH2:1]([N:8]1[C:16]2[C:11](=[CH:12][CH:13]=[C:14]([C:17]([O:19][CH2:20][CH3:21])=[O:18])[CH:15]=2)[C:10]([C:22]([O:24][CH2:36][C:35]2[CH:38]=[CH:39][C:40]([F:41])=[C:33]([F:32])[CH:34]=2)=[O:23])=[C:9]1[CH:25]([CH3:26])[CH3:27])[C:2]1[CH:7]=[CH:6][CH:5]=[CH:4][CH:3]=1, predict the reactants needed to synthesize it. The reactants are: [CH2:1]([N:8]1[C:16]2[C:11](=[CH:12][CH:13]=[C:14]([C:17]([O:19][CH2:20][CH3:21])=[O:18])[CH:15]=2)[C:10]([C:22]([OH:24])=[O:23])=[C:9]1[CH:25]([CH3:27])[CH3:26])[C:2]1[CH:7]=[CH:6][CH:5]=[CH:4][CH:3]=1.C(Cl)CCl.[F:32][C:33]1[CH:34]=[C:35]([CH:38]=[CH:39][C:40]=1[F:41])[CH2:36]O. (3) Given the product [CH2:26]([C:2]1[C:3]([CH3:21])=[CH:4][C:5]([N+:18]([O-:20])=[O:19])=[C:6]([CH:17]=1)[NH:7][CH2:8][CH2:9][CH2:10][C:11]1[CH:16]=[CH:15][CH:14]=[CH:13][CH:12]=1)[CH:25]=[CH2:24], predict the reactants needed to synthesize it. The reactants are: Br[C:2]1[C:3]([CH3:21])=[CH:4][C:5]([N+:18]([O-:20])=[O:19])=[C:6]([CH:17]=1)[NH:7][CH2:8][CH2:9][CH2:10][C:11]1[CH:16]=[CH:15][CH:14]=[CH:13][CH:12]=1.N#N.[CH2:24]([Sn](CCCC)(CCCC)CCCC)[CH:25]=[CH2:26]. (4) Given the product [CH2:1]([O:8][C:9](=[O:29])[NH:10][C@@H:11]([CH3:28])[CH2:12][N:13]1[C:21]2[C:16](=[CH:17][CH:18]=[C:19]3[O:25][CH2:24][C@H:23]([CH2:26][N:46]=[N+:47]=[N-:48])[O:22][C:20]3=2)[CH:15]=[N:14]1)[C:2]1[CH:7]=[CH:6][CH:5]=[CH:4][CH:3]=1, predict the reactants needed to synthesize it. The reactants are: [CH2:1]([O:8][C:9](=[O:29])[NH:10][C@@H:11]([CH3:28])[CH2:12][N:13]1[C:21]2[C:16](=[CH:17][CH:18]=[C:19]3[O:25][CH2:24][C@H:23]([CH2:26]O)[O:22][C:20]3=2)[CH:15]=[N:14]1)[C:2]1[CH:7]=[CH:6][CH:5]=[CH:4][CH:3]=1.C(N(CC)CC)C.CS(OS(C)(=O)=O)(=O)=O.[N-:46]=[N+:47]=[N-:48].[Na+].C(=O)(O)[O-].[Na+]. (5) Given the product [O:7]1[CH:11]=[CH:10][C:9]([C:12]2[CH:21]=[CH:20][C:19]3[CH2:22][S:23](=[O:24])([C:32]4[CH:37]=[CH:36][CH:35]=[CH:34][CH:33]=4)=[N:25][C:26](=[O:31])[C:14]=3[C:13]=2[O:38][CH3:39])=[CH:8]1, predict the reactants needed to synthesize it. The reactants are: C(=O)([O-])[O-].[K+].[K+].[O:7]1[CH:11]=[CH:10][C:9]([C:12]2[C:13]([O:38][CH3:39])=[C:14]([C:19]([CH2:22][S:23]([C:32]3[CH:37]=[CH:36][CH:35]=[CH:34][CH:33]=3)(=[N:25][C:26](=[O:31])C(F)(F)F)=[O:24])=[CH:20][CH:21]=2)C(OC)=O)=[CH:8]1. (6) Given the product [NH2:30][C:21]1[N:20]=[C:19]([O:18][CH2:14][CH2:15][CH2:16][CH3:17])[N:27]=[C:26]2[C:22]=1[N:23]=[C:24]([O:28][CH3:29])[N:25]2[CH2:32][CH:33]1[CH2:38][CH2:37][N:36]([C:39]([O:41][C:42]([CH3:43])([CH3:45])[CH3:44])=[O:40])[CH2:35][CH2:34]1, predict the reactants needed to synthesize it. The reactants are: C(=O)([O-])[O-].[K+].[K+].FC(F)(F)C(O)=O.[CH2:14]([O:18][C:19]1[N:27]=[C:26]2[C:22]([N:23]=[C:24]([O:28][CH3:29])[NH:25]2)=[C:21]([NH2:30])[N:20]=1)[CH2:15][CH2:16][CH3:17].Br[CH2:32][CH:33]1[CH2:38][CH2:37][N:36]([C:39]([O:41][C:42]([CH3:45])([CH3:44])[CH3:43])=[O:40])[CH2:35][CH2:34]1.[Br-]. (7) Given the product [CH:1]([C:4]1[C:8]([CH2:9][CH2:10][CH2:11][OH:12])=[CH:7][N:6]([C:16]2[CH:21]=[CH:20][C:19]([C:22]([F:23])([F:25])[F:24])=[CH:18][N:17]=2)[N:5]=1)([CH3:3])[CH3:2], predict the reactants needed to synthesize it. The reactants are: [CH:1]([C:4]1[C:8]([CH2:9][CH2:10][C:11](OCC)=[O:12])=[CH:7][N:6]([C:16]2[CH:21]=[CH:20][C:19]([C:22]([F:25])([F:24])[F:23])=[CH:18][N:17]=2)[N:5]=1)([CH3:3])[CH3:2].[H-].C([Al+]CC(C)C)C(C)C.Cl.